Predict the reaction yield, written as a fraction of the theoretical maximum amount of product (1.0 means a 100% yield; for example, 0.34 means a 34% yield). From a dataset of Reaction yield outcomes from USPTO patents with 853,638 reactions. The reactants are [N+:1]([C:4]1[CH:5]=[C:6]([CH:10]=[C:11]([C:13]([F:16])([F:15])[F:14])[CH:12]=1)[C:7]([OH:9])=[O:8])([O-:3])=[O:2].S(=O)(=O)(O)O.[CH3:22]O. No catalyst specified. The product is [N+:1]([C:4]1[CH:5]=[C:6]([CH:10]=[C:11]([C:13]([F:14])([F:15])[F:16])[CH:12]=1)[C:7]([O:9][CH3:22])=[O:8])([O-:3])=[O:2]. The yield is 0.950.